This data is from Full USPTO retrosynthesis dataset with 1.9M reactions from patents (1976-2016). The task is: Predict the reactants needed to synthesize the given product. (1) Given the product [C:25]([C:24]1[CH:23]=[CH:22][C:21]([NH:18][C:19]([NH:13][CH2:12][CH:8]2[O:9][CH2:10][CH2:11][N:6]([CH2:5][C:4]3[CH:14]=[CH:15][C:16]([Cl:17])=[C:2]([Cl:1])[CH:3]=3)[CH2:7]2)=[O:20])=[CH:28][CH:27]=1)#[N:26], predict the reactants needed to synthesize it. The reactants are: [Cl:1][C:2]1[CH:3]=[C:4]([CH:14]=[CH:15][C:16]=1[Cl:17])[CH2:5][N:6]1[CH2:11][CH2:10][O:9][CH:8]([CH2:12][NH2:13])[CH2:7]1.[N:18]([C:21]1[CH:28]=[CH:27][C:24]([C:25]#[N:26])=[CH:23][CH:22]=1)=[C:19]=[O:20]. (2) Given the product [F:1][C:2]1[CH:47]=[CH:46][CH:45]=[C:44]([F:48])[C:3]=1[CH2:4][N:5]1[C:10]2[S:11][C:12]([C:24]3[CH:25]=[CH:26][C:27]([NH:30][C:31]([NH:33][O:34][CH3:35])=[O:32])=[CH:28][CH:29]=3)=[C:13]([CH2:14][N:15]([CH3:23])[CH2:16][C:17]3[CH:22]=[CH:21][CH:20]=[CH:19][N:18]=3)[C:9]=2[C:8](=[O:36])[N:7]([CH:37]2[CH2:38][CH2:39][CH:53]([OH:54])[CH2:52][CH2:51]2)[C:6]1=[O:43], predict the reactants needed to synthesize it. The reactants are: [F:1][C:2]1[CH:47]=[CH:46][CH:45]=[C:44]([F:48])[C:3]=1[CH2:4][N:5]1[C:10]2[S:11][C:12]([C:24]3[CH:29]=[CH:28][C:27]([NH:30][C:31]([NH:33][O:34][CH3:35])=[O:32])=[CH:26][CH:25]=3)=[C:13]([CH2:14][N:15]([CH3:23])[CH2:16][C:17]3[CH:22]=[CH:21][CH:20]=[CH:19][N:18]=3)[C:9]=2[C:8](=[O:36])[N:7]([CH2:37][CH2:38][C:39](OC)=O)[C:6]1=[O:43].NC(CC)[CH2:51][CH2:52][CH2:53][OH:54]. (3) The reactants are: [N+:1]([C:4]1[CH:5]=[CH:6][C:7]([N:10]2[CH2:15][CH2:14][C:13]([OH:22])([C:16]3[CH:21]=[CH:20][CH:19]=[CH:18][CH:17]=3)[CH2:12][CH2:11]2)=[N:8][CH:9]=1)([O-])=O. Given the product [NH2:1][C:4]1[CH:5]=[CH:6][C:7]([N:10]2[CH2:15][CH2:14][C:13]([OH:22])([C:16]3[CH:17]=[CH:18][CH:19]=[CH:20][CH:21]=3)[CH2:12][CH2:11]2)=[N:8][CH:9]=1, predict the reactants needed to synthesize it. (4) Given the product [CH3:20][O:19][C:16]1[CH:17]=[C:18]2[C:13](=[CH:14][C:15]=1[O:21][CH3:22])[N:12]=[CH:11][CH:10]=[C:9]2[O:8][C:7]1[C:2]([C:26]2[CH:27]=[CH:28][S:24][CH:25]=2)=[N:3][C:4]([CH3:23])=[CH:5][CH:6]=1, predict the reactants needed to synthesize it. The reactants are: I[C:2]1[C:7]([O:8][C:9]2[C:18]3[C:13](=[CH:14][C:15]([O:21][CH3:22])=[C:16]([O:19][CH3:20])[CH:17]=3)[N:12]=[CH:11][CH:10]=2)=[CH:6][CH:5]=[C:4]([CH3:23])[N:3]=1.[S:24]1[CH:28]=[CH:27][C:26](B(O)O)=[CH:25]1.C(=O)([O-])O.[Na+].